This data is from CYP2C9 inhibition data for predicting drug metabolism from PubChem BioAssay. The task is: Regression/Classification. Given a drug SMILES string, predict its absorption, distribution, metabolism, or excretion properties. Task type varies by dataset: regression for continuous measurements (e.g., permeability, clearance, half-life) or binary classification for categorical outcomes (e.g., BBB penetration, CYP inhibition). Dataset: cyp2c9_veith. The result is 0 (non-inhibitor). The compound is CS(=O)(=O)N1CCC2(CC1)CN(C(c1ccccc1)c1ccccc1)C2.